This data is from Reaction yield outcomes from USPTO patents with 853,638 reactions. The task is: Predict the reaction yield, written as a fraction of the theoretical maximum amount of product (1.0 means a 100% yield; for example, 0.34 means a 34% yield). (1) The reactants are [F:1][C:2]1([F:13])[O:6][C:5]2[CH:7]=[C:8]([F:12])[C:9]([NH2:11])=[CH:10][C:4]=2[O:3]1.[N:14]([O-])=O.[Na+].[CH3:18][O:19][CH2:20][C:21](=[O:27])[CH2:22][C:23]([O:25][CH3:26])=[O:24].CC([O-])=O.[Na+]. The catalyst is Cl.O.CCO. The product is [CH3:18][O:19][CH2:20][C:21](=[O:27])[C:22](=[N:14][NH:11][C:9]1[C:8]([F:12])=[CH:7][C:5]2[O:6][C:2]([F:1])([F:13])[O:3][C:4]=2[CH:10]=1)[C:23]([O:25][CH3:26])=[O:24]. The yield is 0.700. (2) The reactants are [CH3:1][C:2]1[N:25]([CH3:26])[C:5]2[CH:6]=[C:7]([C:22]([OH:24])=O)[C:8]3[CH2:9][CH2:10][C:11]4([NH:20][C:21]=3[C:4]=2[N:3]=1)[CH2:19][C:18]1[C:13](=[CH:14][CH:15]=[CH:16][CH:17]=1)[CH2:12]4.[CH3:27][NH:28][CH3:29]. The catalyst is CN(C)C=O. The product is [CH3:27][N:28]([CH3:29])[C:22]([C:7]1[C:8]2[CH2:9][CH2:10][C:11]3([NH:20][C:21]=2[C:4]2[N:3]=[C:2]([CH3:1])[N:25]([CH3:26])[C:5]=2[CH:6]=1)[CH2:19][C:18]1[C:13](=[CH:14][CH:15]=[CH:16][CH:17]=1)[CH2:12]3)=[O:24]. The yield is 0.850. (3) The reactants are NCCNC(=O)CN1C2C=CC=CC=2N=C1CN(C)C1C2N=CC=CC=2CCC1.[CH3:30][N:31]([CH2:42][C:43]1[N:47]([CH2:48][C:49]([N:51]2[CH2:56][CH2:55][N:54](C(OC(C)(C)C)=O)[CH2:53][CH2:52]2)=[O:50])[C:46]2[CH:64]=[CH:65][CH:66]=[CH:67][C:45]=2[N:44]=1)[CH:32]1[C:41]2[N:40]=[CH:39][CH:38]=[CH:37][C:36]=2[CH2:35][CH2:34][CH2:33]1.Cl. No catalyst specified. The product is [CH3:30][N:31]([CH2:42][C:43]1[N:47]([CH2:48][C:49](=[O:50])[N:51]2[CH2:52][CH2:53][NH:54][CH2:55][CH2:56]2)[C:46]2[CH:64]=[CH:65][CH:66]=[CH:67][C:45]=2[N:44]=1)[CH:32]1[C:41]2[N:40]=[CH:39][CH:38]=[CH:37][C:36]=2[CH2:35][CH2:34][CH2:33]1. The yield is 0.790. (4) The reactants are [Cl:1][C:2]1[CH:18]=[CH:17][C:5]2[CH2:6][CH2:7][N:8]([C:11](=[O:16])[C:12]([F:15])([F:14])[F:13])[CH2:9][CH2:10][C:4]=2[C:3]=1OS(C(F)(F)F)(=O)=O.C1C=CC(P(C2C(C3C(P(C4C=CC=CC=4)C4C=CC=CC=4)=CC=C4C=3C=CC=C4)=C3C(C=CC=C3)=CC=2)C2C=CC=CC=2)=CC=1.[CH:73]1([C:79]([C:81]2[CH:88]=[CH:87][C:84]([CH2:85][NH2:86])=[CH:83][CH:82]=2)=[O:80])[CH2:78][CH2:77][CH2:76][CH2:75][CH2:74]1.C(=O)([O-])[O-].[Cs+].[Cs+]. The catalyst is C1(C)C=CC=CC=1.C1C=CC(/C=C/C(/C=C/C2C=CC=CC=2)=O)=CC=1.C1C=CC(/C=C/C(/C=C/C2C=CC=CC=2)=O)=CC=1.C1C=CC(/C=C/C(/C=C/C2C=CC=CC=2)=O)=CC=1.[Pd].[Pd]. The product is [Cl:1][C:2]1[CH:18]=[CH:17][C:5]2[CH2:6][CH2:7][N:8]([C:11](=[O:16])[C:12]([F:15])([F:14])[F:13])[CH2:9][CH2:10][C:4]=2[C:3]=1[NH:86][CH2:85][C:84]1[CH:87]=[CH:88][C:81]([C:79]([CH:73]2[CH2:78][CH2:77][CH2:76][CH2:75][CH2:74]2)=[O:80])=[CH:82][CH:83]=1. The yield is 0.750. (5) The reactants are [C:1]([O:8][CH2:9][CH3:10])(=[O:7])[C:2](OCC)=O.[CH2:11]([O:18][CH2:19][C:20]([O:22]CC)=O)[C:12]1[CH:17]=[CH:16][CH:15]=[CH:14][CH:13]=1.[H-].[Na+].Br.[CH2:28]([N:32]1[CH2:36][CH2:35][N:34]=[C:33]1[NH2:37])[CH2:29][CH2:30][CH3:31]. No catalyst specified. The product is [CH2:11]([O:18][C:19]1[C:20](=[O:22])[N:34]2[CH2:35][CH2:36][N:32]([CH2:28][CH2:29][CH2:30][CH3:31])[C:33]2=[N:37][C:2]=1[C:1]([O:8][CH2:9][CH3:10])=[O:7])[C:12]1[CH:13]=[CH:14][CH:15]=[CH:16][CH:17]=1. The yield is 0.380.